From a dataset of Forward reaction prediction with 1.9M reactions from USPTO patents (1976-2016). Predict the product of the given reaction. (1) Given the reactants Br[C:2]1[CH:3]=[CH:4][C:5]([F:23])=[C:6]([CH:8]([O:21][CH3:22])[C:9]([NH:11][CH2:12][C:13]2[CH:18]=[CH:17][C:16]([C:19]#[N:20])=[CH:15][CH:14]=2)=[O:10])[CH:7]=1.[C:24]1(B(O)O)[CH:29]=[CH:28][CH:27]=[CH:26][CH:25]=1, predict the reaction product. The product is: [C:19]([C:16]1[CH:17]=[CH:18][C:13]([CH2:12][NH:11][C:9](=[O:10])[CH:8]([C:6]2[CH:7]=[C:2]([C:24]3[CH:29]=[CH:28][CH:27]=[CH:26][CH:25]=3)[CH:3]=[CH:4][C:5]=2[F:23])[O:21][CH3:22])=[CH:14][CH:15]=1)#[N:20]. (2) The product is: [Br:16][C:7]1[C:2]([Cl:1])=[CH:3][C:4]([NH2:8])=[N:5][CH:6]=1. Given the reactants [Cl:1][C:2]1[CH:7]=[CH:6][N:5]=[C:4]([NH2:8])[CH:3]=1.C1C(=O)N([Br:16])C(=O)C1, predict the reaction product. (3) Given the reactants [Br:1][C:2]1[N:7]=[CH:6][C:5]([C:8](=[O:10])[CH3:9])=[CH:4][CH:3]=1.[Br:11]Br, predict the reaction product. The product is: [Br:11][CH2:9][C:8]([C:5]1[CH:6]=[N:7][C:2]([Br:1])=[CH:3][CH:4]=1)=[O:10]. (4) The product is: [CH3:17][S:13]([C:3]1[CH:10]=[CH:9][C:6]([CH2:7][OH:8])=[CH:5][CH:4]=1)(=[O:15])=[O:12]. Given the reactants CS[C:3]1[CH:10]=[CH:9][C:6]([CH2:7][OH:8])=[CH:5][CH:4]=1.O[O:12][S:13]([O-:15])=O.[K+].[CH3:17]O, predict the reaction product.